This data is from Reaction yield outcomes from USPTO patents with 853,638 reactions. The task is: Predict the reaction yield, written as a fraction of the theoretical maximum amount of product (1.0 means a 100% yield; for example, 0.34 means a 34% yield). (1) The reactants are FC(F)(F)S(O[C:7]1[C:8]([C:19]2[CH:24]=[CH:23][C:22]([Cl:25])=[CH:21][CH:20]=2)=[C:9]2[C:14](=[CH:15][C:16]=1[Cl:17])[N:13]=[C:12]([CH3:18])[CH:11]=[CH:10]2)(=O)=O.[CH2:28]([Sn](CCCC)(CCCC)C=C)[CH2:29]CC.[Cl-].[Li+].C(C1C=C(C)C=C(C(C)(C)C)C=1O)(C)(C)C. The catalyst is O1CCOCC1.C1C=CC([P]([Pd]([P](C2C=CC=CC=2)(C2C=CC=CC=2)C2C=CC=CC=2)([P](C2C=CC=CC=2)(C2C=CC=CC=2)C2C=CC=CC=2)[P](C2C=CC=CC=2)(C2C=CC=CC=2)C2C=CC=CC=2)(C2C=CC=CC=2)C2C=CC=CC=2)=CC=1.Cl[Pd](Cl)([P](C1C=CC=CC=1)(C1C=CC=CC=1)C1C=CC=CC=1)[P](C1C=CC=CC=1)(C1C=CC=CC=1)C1C=CC=CC=1. The product is [Cl:17][C:16]1[CH:15]=[C:14]2[C:9]([CH:10]=[CH:11][C:12]([CH3:18])=[N:13]2)=[C:8]([C:19]2[CH:24]=[CH:23][C:22]([Cl:25])=[CH:21][CH:20]=2)[C:7]=1[CH:28]=[CH2:29]. The yield is 0.350. (2) The reactants are [CH3:1][O:2][C:3]([C:5]1[CH:14]=[CH:13][C:8]2[NH:9][C:10](=O)[NH:11][C:7]=2[CH:6]=1)=[O:4].P(Cl)(Cl)([Cl:17])=O. No catalyst specified. The product is [CH3:1][O:2][C:3]([C:5]1[CH:14]=[CH:13][C:8]2[NH:9][C:10]([Cl:17])=[N:11][C:7]=2[CH:6]=1)=[O:4]. The yield is 0.950. (3) The reactants are [NH2:1][C:2]1[N:10]=[CH:9][C:8]([Cl:11])=[CH:7][C:3]=1[C:4]([NH2:6])=[O:5].Br[CH2:13][C:14]1[CH:19]=[CH:18][CH:17]=[CH:16][C:15]=1[S:20]([CH:23]1[CH2:27][CH2:26][CH2:25][CH2:24]1)(=[O:22])=[O:21].C(OCC)(=O)C. The catalyst is CN(C=O)C. The product is [ClH:11].[Cl:11][C:8]1[CH:7]=[C:3]([C:4]([NH2:6])=[O:5])[C:2](=[NH:1])[N:10]([CH2:13][C:14]2[CH:19]=[CH:18][CH:17]=[CH:16][C:15]=2[S:20]([CH:23]2[CH2:24][CH2:25][CH2:26][CH2:27]2)(=[O:22])=[O:21])[CH:9]=1. The yield is 0.700. (4) The reactants are NC[CH2:3][C:4]1[CH:5]=[C:6]([CH:9]=[CH:10][CH:11]=1)[CH2:7][OH:8].[C:12]([O:16][C:17]([NH:19][C:20](=[N:23][C:24]([O:26][C:27]([CH3:30])([CH3:29])[CH3:28])=[O:25])SC)=[O:18])([CH3:15])([CH3:14])[CH3:13].C([N:33](CC)CC)C.C(OCC)(=O)C. The catalyst is CN(C=O)C.[Hg]Cl. The product is [C:17]([N:19]([CH2:3][C:4]1[CH:5]=[C:6]([CH:9]=[CH:10][CH:11]=1)[CH2:7][OH:8])[C:20]([NH2:33])=[N:23][C:24]([O:26][C:27]([CH3:30])([CH3:29])[CH3:28])=[O:25])([O:16][C:12]([CH3:15])([CH3:14])[CH3:13])=[O:18]. The yield is 0.320. (5) The reactants are [NH2:1][C:2]([NH2:4])=[S:3].[CH3:5][O:6][C:7]1[CH:12]=[CH:11][C:10]([N:13]=[C:14]=[O:15])=[C:9]([CH3:16])[CH:8]=1.Br[CH2:18][C:19](=O)[C:20]([F:26])([F:25])[C:21]([F:24])([F:23])[F:22]. The catalyst is CN(C=O)C.CCOC(C)=O. The product is [CH3:5][O:6][C:7]1[CH:12]=[CH:11][C:10]([NH:13][C:14]([NH:1][C:2]2[S:3][CH:18]=[C:19]([C:20]([F:26])([F:25])[C:21]([F:24])([F:23])[F:22])[N:4]=2)=[O:15])=[C:9]([CH3:16])[CH:8]=1. The yield is 0.180.